From a dataset of Peptide-MHC class II binding affinity with 134,281 pairs from IEDB. Regression. Given a peptide amino acid sequence and an MHC pseudo amino acid sequence, predict their binding affinity value. This is MHC class II binding data. (1) The peptide sequence is KQAFTFSPTYKAFLC. The MHC is DRB1_1101 with pseudo-sequence DRB1_1101. The binding affinity (normalized) is 0.593. (2) The peptide sequence is EAVRHFPRPWLHGL. The MHC is HLA-DQA10301-DQB10302 with pseudo-sequence HLA-DQA10301-DQB10302. The binding affinity (normalized) is 0. (3) The peptide sequence is SHELMTMTRPILRLL. The MHC is DRB1_0401 with pseudo-sequence DRB1_0401. The binding affinity (normalized) is 0.830.